From a dataset of Full USPTO retrosynthesis dataset with 1.9M reactions from patents (1976-2016). Predict the reactants needed to synthesize the given product. (1) Given the product [CH3:33][CH2:32][O:31][C:29]1[N:28]([CH2:34][C:35]2[CH:40]=[CH:39][C:38]([C:41]3[CH:46]=[CH:45][CH:44]=[CH:43][C:42]=3[C:47]3[N:48]=[N:49][NH:50][N:51]=3)=[CH:37][CH:36]=2)[C:27]2[C:22]([C:20]([O:19][CH:17]([O:16][C:14]([O:13][CH:7]3[CH2:8][CH2:9][CH2:10][CH2:11][CH2:12]3)=[O:15])[CH3:18])=[O:21])=[CH:23][CH:24]=[CH:25][C:26]=2[N:30]=1, predict the reactants needed to synthesize it. The reactants are: C(OCC)(=O)C.[CH:7]1([O:13][C:14]([O:16][CH:17]([O:19][C:20]([C:22]2[C:27]3[N:28]([CH2:34][C:35]4[CH:40]=[CH:39][C:38]([C:41]5[CH:46]=[CH:45][CH:44]=[CH:43][C:42]=5[C:47]5[N:51](C(C6C=CC=CC=6)(C6C=CC=CC=6)C6C=CC=CC=6)[N:50]=[N:49][N:48]=5)=[CH:37][CH:36]=4)[C:29]([O:31][CH2:32][CH3:33])=[N:30][C:26]=3[CH:25]=[CH:24][CH:23]=2)=[O:21])[CH3:18])=[O:15])[CH2:12][CH2:11][CH2:10][CH2:9][CH2:8]1.[H][H]. (2) Given the product [C:26]1([S:32]([C:2]2[CH:10]=[C:9]([F:11])[C:8]3[N:7]([CH3:12])[C:6]4[CH2:13][CH:14]5[NH:18][CH:17]([C:5]=4[C:4]=3[C:3]=2[C:19]([O:21][C:22]([CH3:25])([CH3:24])[CH3:23])=[O:20])[CH2:16][CH2:15]5)(=[O:34])=[O:33])[CH:31]=[CH:30][CH:29]=[CH:28][CH:27]=1, predict the reactants needed to synthesize it. The reactants are: Br[C:2]1[CH:10]=[C:9]([F:11])[C:8]2[N:7]([CH3:12])[C:6]3[CH2:13][CH:14]4[NH:18][CH:17]([C:5]=3[C:4]=2[C:3]=1[C:19]([O:21][C:22]([CH3:25])([CH3:24])[CH3:23])=[O:20])[CH2:16][CH2:15]4.[C:26]1([S:32](C2C=CC=CC=2)(=[O:34])=[O:33])[CH:31]=[CH:30][CH:29]=[CH:28][CH:27]=1. (3) Given the product [OH:14][CH2:13][C@@H:12]([NH:4][CH2:3][C@H:2]([OH:1])[CH2:30][O:31][C:32]1[CH:33]=[CH:34][CH:35]=[CH:36][CH:37]=1)[CH2:15][C:16]1[CH:21]=[CH:20][C:19]([NH:22][C:23]([C:25]2[CH:29]=[CH:28][NH:27][CH:26]=2)=[O:24])=[CH:18][CH:17]=1, predict the reactants needed to synthesize it. The reactants are: [OH:1][C@H:2]([CH2:30][O:31][C:32]1[CH:37]=[CH:36][CH:35]=[CH:34][CH:33]=1)[CH2:3][N:4]([C@@H:12]([CH2:15][C:16]1[CH:21]=[CH:20][C:19]([NH:22][C:23]([C:25]2[CH:29]=[CH:28][NH:27][CH:26]=2)=[O:24])=[CH:18][CH:17]=1)[CH2:13][OH:14])C(=O)OC(C)(C)C. (4) Given the product [C:3]([SiH2:7][O:8][C:9]([CH3:19])([CH3:18])[C:10]1[CH:15]=[CH:14][N:13]=[C:12]([NH:16][C:21]2[S:22][C:23]([C:26]#[N:27])=[CH:24][N:25]=2)[C:11]=1[CH3:17])([CH3:6])([CH3:5])[CH3:4], predict the reactants needed to synthesize it. The reactants are: [H-].[Na+].[C:3]([SiH2:7][O:8][C:9]([CH3:19])([CH3:18])[C:10]1[CH:15]=[CH:14][N:13]=[C:12]([NH2:16])[C:11]=1[CH3:17])([CH3:6])([CH3:5])[CH3:4].Cl[C:21]1[S:22][C:23]([C:26]#[N:27])=[CH:24][N:25]=1.Cl. (5) The reactants are: [I:1][C:2]1[CH:7]=[CH:6][C:5]([CH2:8][C:9]([OH:11])=O)=[CH:4][CH:3]=1.[NH2:12][C:13]1[S:14][CH:15]=[C:16]([CH3:22])[C:17]=1[C:18]([O:20][CH3:21])=[O:19]. Given the product [I:1][C:2]1[CH:3]=[CH:4][C:5]([CH2:8][C:9]([NH:12][C:13]2[S:14][CH:15]=[C:16]([CH3:22])[C:17]=2[C:18]([O:20][CH3:21])=[O:19])=[O:11])=[CH:6][CH:7]=1, predict the reactants needed to synthesize it.